From a dataset of Reaction yield outcomes from USPTO patents with 853,638 reactions. Predict the reaction yield, written as a fraction of the theoretical maximum amount of product (1.0 means a 100% yield; for example, 0.34 means a 34% yield). The reactants are [OH:1][C:2]1[C:15]2[C:14](=[O:16])[C:13]3[C:8](=[CH:9][CH:10]=[CH:11][CH:12]=3)[O:7][C:6]=2[CH:5]=[C:4]([OH:17])[CH:3]=1.C([O-])([O-])=O.[K+].[K+].[CH2:24]([CH:26]1[O:28][CH2:27]1)Cl. The catalyst is CC(C)=O. The product is [OH:1][C:2]1[C:15]2[C:14](=[O:16])[C:13]3[C:8](=[CH:9][CH:10]=[CH:11][CH:12]=3)[O:7][C:6]=2[CH:5]=[C:4]([O:17][CH2:24][CH:26]2[CH2:27][O:28]2)[CH:3]=1. The yield is 0.220.